Dataset: CYP3A4 inhibition data for predicting drug metabolism from PubChem BioAssay. Task: Regression/Classification. Given a drug SMILES string, predict its absorption, distribution, metabolism, or excretion properties. Task type varies by dataset: regression for continuous measurements (e.g., permeability, clearance, half-life) or binary classification for categorical outcomes (e.g., BBB penetration, CYP inhibition). Dataset: cyp3a4_veith. (1) The molecule is FC(F)(F)c1ccccc1-c1nc(NCCN2CCOCC2)c2ccccc2n1. The result is 1 (inhibitor). (2) The molecule is CCOc1ccc(NC(=O)CCNS(=O)(=O)c2ccc3c(c2)c(=O)n(C)c(=O)n3C)cc1. The result is 1 (inhibitor). (3) The molecule is COc1cc(O)oc1C=Nc1ccc(Cl)cc1. The result is 1 (inhibitor). (4) The drug is N#Cc1cccc(-c2nccc(NCc3ccccc3)n2)c1. The result is 1 (inhibitor).